From a dataset of Full USPTO retrosynthesis dataset with 1.9M reactions from patents (1976-2016). Predict the reactants needed to synthesize the given product. (1) Given the product [Cl:21][C:10]1[S:11][C:7]([C:5]2[CH:4]=[N:3][N:2]([CH3:1])[CH:6]=2)=[N:8][N:9]=1, predict the reactants needed to synthesize it. The reactants are: [CH3:1][N:2]1[CH:6]=[C:5]([C:7]2[S:11][C:10](N)=[N:9][N:8]=2)[CH:4]=[N:3]1.CC(O)=O.N([O-])=O.[Na+].[ClH:21]. (2) The reactants are: [Cl:1][C:2]1[N:3]=[C:4]([C:9]([NH:11][CH:12]2[CH2:17][CH2:16][N:15]([C:18]3[CH:19]=[C:20]([CH:25]=[CH:26][CH:27]=3)[C:21]([O:23]C)=[O:22])[CH2:14][CH2:13]2)=[O:10])[NH:5][C:6]=1[CH2:7][CH3:8].O.[OH-].[Li+]. Given the product [Cl:1][C:2]1[N:3]=[C:4]([C:9]([NH:11][CH:12]2[CH2:17][CH2:16][N:15]([C:18]3[CH:19]=[C:20]([CH:25]=[CH:26][CH:27]=3)[C:21]([OH:23])=[O:22])[CH2:14][CH2:13]2)=[O:10])[NH:5][C:6]=1[CH2:7][CH3:8], predict the reactants needed to synthesize it. (3) Given the product [C:1]([O:4][C:5]1[CH:10]=[C:9]([CH:8]=[CH:7][C:6]=1[O:13][CH2:14][CH:15]([CH3:17])[CH3:16])[C:11]([OH:19])=[O:12])(=[O:3])[CH3:2], predict the reactants needed to synthesize it. The reactants are: [C:1]([O:4][C:5]1[CH:10]=[C:9]([CH:11]=[O:12])[CH:8]=[CH:7][C:6]=1[O:13][CH2:14][CH:15]([CH3:17])[CH3:16])(=[O:3])[CH3:2].P([O-])(O)(O)=[O:19].[Na+].OO.Cl([O-])=O.[Na+]. (4) The reactants are: Cl[C:2]1[C:11]2[C:6](=[CH:7][CH:8]=[C:9]([C:12]3[CH:17]=[CH:16][C:15]([F:18])=[CH:14][CH:13]=3)[CH:10]=2)[N:5]=[CH:4][N:3]=1.[CH2:19]([NH2:23])[CH2:20][CH2:21][CH3:22]. Given the product [CH2:19]([NH:23][C:2]1[C:11]2[C:6](=[CH:7][CH:8]=[C:9]([C:12]3[CH:17]=[CH:16][C:15]([F:18])=[CH:14][CH:13]=3)[CH:10]=2)[N:5]=[CH:4][N:3]=1)[CH2:20][CH2:21][CH3:22], predict the reactants needed to synthesize it. (5) The reactants are: Br[CH2:2][C:3]1[C:12]2[C:7](=[CH:8][CH:9]=[CH:10][CH:11]=2)[N:6]=[C:5](Cl)[CH:4]=1.C([N:16](CC)CC)C.C(=O)(O)[O-].[Na+].[CH3:26][N:27]1[CH2:32][CH2:31][NH:30][CH2:29][CH2:28]1. Given the product [CH3:26][N:27]1[CH2:32][CH2:31][N:30]([CH2:2][C:3]2[C:12]3[C:7](=[CH:8][CH:9]=[CH:10][CH:11]=3)[N:6]=[C:5]([NH2:16])[CH:4]=2)[CH2:29][CH2:28]1, predict the reactants needed to synthesize it. (6) Given the product [CH2:17]([O:10][C:9](=[O:11])[CH2:8][C:4]1[CH:5]=[CH:6][CH:7]=[C:2]([Br:1])[CH:3]=1)[CH3:18], predict the reactants needed to synthesize it. The reactants are: [Br:1][C:2]1[CH:3]=[C:4]([CH2:8][C:9]([OH:11])=[O:10])[CH:5]=[CH:6][CH:7]=1.S(=O)(=O)(O)O.[CH2:17](O)[CH3:18].